From a dataset of Reaction yield outcomes from USPTO patents with 853,638 reactions. Predict the reaction yield, written as a fraction of the theoretical maximum amount of product (1.0 means a 100% yield; for example, 0.34 means a 34% yield). (1) The reactants are [CH3:1][C:2]1([CH3:11])[N:7]([O])[C:6]([CH3:10])([CH3:9])[CH2:5][CH2:4][CH2:3]1.[C:12]([O:16]N=O)(C)([CH3:14])[CH3:13].O.N[C:21]1[CH:26]=CC=C[CH:22]=1. The catalyst is N1C=CC=CC=1.[Cu]. The product is [O:16]([N:7]1[C:2]([CH3:11])([CH3:1])[CH2:3][CH2:4][CH2:5][C:6]1([CH3:10])[CH3:9])[C:12]1[CH:14]=[CH:26][CH:21]=[CH:22][CH:13]=1. The yield is 0.876. (2) The reactants are [C:1]([C:3]1[C:4]([N:15]2[CH2:20][CH2:19][CH2:18][CH:17]([CH2:21][C:22](O)=[O:23])[CH2:16]2)=[N:5][C:6]([CH3:14])=[C:7]([C:9]([O:11][CH2:12][CH3:13])=[O:10])[CH:8]=1)#[N:2].CCN=C=NCCCN(C)C.C1C=CC2N(O)N=NC=2C=1.[Cl:46][C:47]1[S:51][C:50]([S:52]([NH2:55])(=[O:54])=[O:53])=[CH:49][CH:48]=1.CCN(C(C)C)C(C)C. The catalyst is C(Cl)Cl. The product is [Cl:46][C:47]1[S:51][C:50]([S:52]([NH:55][C:22](=[O:23])[CH2:21][CH:17]2[CH2:18][CH2:19][CH2:20][N:15]([C:4]3[C:3]([C:1]#[N:2])=[CH:8][C:7]([C:9]([O:11][CH2:12][CH3:13])=[O:10])=[C:6]([CH3:14])[N:5]=3)[CH2:16]2)(=[O:54])=[O:53])=[CH:49][CH:48]=1. The yield is 0.200. (3) The reactants are [Br:1][C:2]1[C:7]([F:8])=[CH:6][C:5]([C:9]2[C:18]3[C:13](=[CH:14][C:15]([S:19](OC4C(F)=C(F)C(F)=C(F)C=4F)(=[O:21])=[O:20])=[CH:16][CH:17]=3)[CH:12]=[CH:11][N:10]=2)=[C:4]([O:34][CH3:35])[CH:3]=1.[O:36]1[CH:40]=[CH:39][C:38]([NH2:41])=[N:37]1.C1COCC1.C[Si]([N-][Si](C)(C)C)(C)C.[Li+]. The catalyst is CCOC(C)=O. The product is [Br:1][C:2]1[C:7]([F:8])=[CH:6][C:5]([C:9]2[C:18]3[C:13](=[CH:14][C:15]([S:19]([NH:41][C:38]4[CH:39]=[CH:40][O:36][N:37]=4)(=[O:21])=[O:20])=[CH:16][CH:17]=3)[CH:12]=[CH:11][N:10]=2)=[C:4]([O:34][CH3:35])[CH:3]=1. The yield is 0.980. (4) The reactants are Br[C:2]1[CH:3]=[C:4]([S:8](Cl)(=[O:10])=[O:9])[CH:5]=[N:6][CH:7]=1.[CH2:12]([OH:19])[C:13]([NH2:18])([CH2:16][OH:17])[CH2:14][OH:15].[C:20]([C:22]1[CH:23]=[N:24][N:25]2[C:30]([C:31]([F:34])([F:33])[F:32])=[CH:29][C:28]([C:35]3[CH:40]=[CH:39][C:38]([C:41]([F:44])([F:43])[F:42])=[CH:37][CH:36]=3)=[N:27][C:26]=12)#[CH:21].C(N(CC)CC)C.C1C=CC(P(C2C=CC=CC=2)C2C=CC=CC=2)=CC=1. The catalyst is CN(C=O)C.C1C=CC(P(C2C=CC=CC=2)C2C=CC=CC=2)=CC=1.C1C=CC(P(C2C=CC=CC=2)C2C=CC=CC=2)=CC=1.Cl[Pd]Cl. The product is [OH:19][CH2:12][C:13]([NH:18][S:8]([C:4]1[CH:5]=[N:6][CH:7]=[C:2]([C:21]#[C:20][C:22]2[CH:23]=[N:24][N:25]3[C:30]([C:31]([F:32])([F:34])[F:33])=[CH:29][C:28]([C:35]4[CH:40]=[CH:39][C:38]([C:41]([F:44])([F:42])[F:43])=[CH:37][CH:36]=4)=[N:27][C:26]=23)[CH:3]=1)(=[O:10])=[O:9])([CH2:16][OH:17])[CH2:14][OH:15]. The yield is 0.100. (5) The reactants are C(OC([N:8]1[CH2:14][CH2:13][C:12]2[C:15]([CH2:20][S:21][C:22]3[S:26][C:25]([NH:27][CH2:28][CH:29]4[CH2:31][CH2:30]4)=[N:24][CH:23]=3)=[C:16]([Cl:19])[CH:17]=[CH:18][C:11]=2[CH2:10][CH2:9]1)=O)(C)(C)C.FC(F)(F)C(O)=O. The catalyst is C(Cl)Cl. The product is [Cl:19][C:16]1[CH:17]=[CH:18][C:11]2[CH2:10][CH2:9][NH:8][CH2:14][CH2:13][C:12]=2[C:15]=1[CH2:20][S:21][C:22]1[S:26][C:25]([NH:27][CH2:28][CH:29]2[CH2:31][CH2:30]2)=[N:24][CH:23]=1. The yield is 0.830. (6) The reactants are [F:1][C:2]1[CH:7]=[C:6]([F:8])[CH:5]=[CH:4][C:3]=1[NH:9][C:10]1[C:19]2[C:14](=[CH:15][C:16]([O:26][CH2:27][CH3:28])=[C:17]([C:20]3[CH2:21][CH2:22][NH:23][CH2:24][CH:25]=3)[CH:18]=2)[N:13]=[CH:12][C:11]=1[C:29]([NH2:31])=[O:30].C(O)(C(F)(F)F)=O.C([SiH](CC)CC)C. No catalyst specified. The product is [F:1][C:2]1[CH:7]=[C:6]([F:8])[CH:5]=[CH:4][C:3]=1[NH:9][C:10]1[C:19]2[C:14](=[CH:15][C:16]([O:26][CH2:27][CH3:28])=[C:17]([CH:20]3[CH2:21][CH2:22][NH:23][CH2:24][CH2:25]3)[CH:18]=2)[N:13]=[CH:12][C:11]=1[C:29]([NH2:31])=[O:30]. The yield is 0.0750. (7) The reactants are [CH3:1][C:2]1[C:7]2[S:8][CH:9]=[CH:10][C:6]=2[CH:5]=[CH:4][CH:3]=1.C(OOC(=O)C1C=CC=CC=1)(=O)C1C=CC=CC=1.C1C(=O)N([Br:36])C(=O)C1. The catalyst is C(Cl)(Cl)(Cl)Cl. The product is [Br:36][CH2:1][C:2]1[C:7]2[S:8][CH:9]=[CH:10][C:6]=2[CH:5]=[CH:4][CH:3]=1. The yield is 0.330. (8) The reactants are Br[C:2]1[CH:3]=[C:4]2[C:9](=[CH:10][CH:11]=1)[CH:8]=[C:7]([O:12][CH2:13][C:14]1[CH:19]=[CH:18][CH:17]=[CH:16][N:15]=1)[CH:6]=[CH:5]2.C([O-])(=O)C.[K+].Br[C:26]1[C:34]2[C:29](=[CH:30][CH:31]=[C:32]([C:35]#[N:36])[CH:33]=2)[N:28]([CH:37]2[CH2:42][CH2:41][CH2:40][CH2:39][O:38]2)[N:27]=1.P([O-])([O-])([O-])=O.[K+].[K+].[K+]. The catalyst is CN(C=O)C. The product is [N:15]1[CH:16]=[CH:17][CH:18]=[CH:19][C:14]=1[CH2:13][O:12][C:7]1[CH:8]=[C:9]2[C:4](=[CH:5][CH:6]=1)[CH:3]=[C:2]([C:26]1[C:34]3[C:29](=[CH:30][CH:31]=[C:32]([C:35]#[N:36])[CH:33]=3)[N:28]([CH:37]3[CH2:42][CH2:41][CH2:40][CH2:39][O:38]3)[N:27]=1)[CH:11]=[CH:10]2. The yield is 0.300. (9) The reactants are [CH2:1]([C:3]([C:21]1[CH:35]=[CH:34][C:24]([C:25]([NH:27][CH2:28][CH2:29][S:30]([CH3:33])(=[O:32])=[O:31])=[O:26])=[C:23]([CH3:36])[CH:22]=1)([C:6]1[CH:11]=[CH:10][C:9]([O:12][CH2:13][CH:14]([OH:19])[C:15]([CH3:18])([CH3:17])[CH3:16])=[C:8]([CH3:20])[CH:7]=1)[CH2:4][CH3:5])[CH3:2].C[N+]1([O-])CCOCC1. The catalyst is CCC[N+](CCC)(CCC)CCC.[O-][Ru](=O)(=O)=O. The product is [CH3:18][C:15]([CH3:16])([CH3:17])[C:14](=[O:19])[CH2:13][O:12][C:9]1[CH:10]=[CH:11][C:6]([C:3]([C:21]2[CH:35]=[CH:34][C:24]([C:25]([NH:27][CH2:28][CH2:29][S:30]([CH3:33])(=[O:32])=[O:31])=[O:26])=[C:23]([CH3:36])[CH:22]=2)([CH2:1][CH3:2])[CH2:4][CH3:5])=[CH:7][C:8]=1[CH3:20]. The yield is 0.760.